Dataset: Forward reaction prediction with 1.9M reactions from USPTO patents (1976-2016). Task: Predict the product of the given reaction. (1) Given the reactants C[O:2][C:3](=O)[C:4]1[CH:9]=[CH:8][C:7]([O:10][C:11]2[CH:16]=[CH:15][C:14]([C:17]([F:20])([F:19])[F:18])=[CH:13][N:12]=2)=[C:6]([C:21]#[N:22])[CH:5]=1.[H-].[H-].[H-].[H-].[Li+].[Al+3], predict the reaction product. The product is: [OH:2][CH2:3][C:4]1[CH:9]=[CH:8][C:7]([O:10][C:11]2[CH:16]=[CH:15][C:14]([C:17]([F:20])([F:18])[F:19])=[CH:13][N:12]=2)=[C:6]([CH:5]=1)[C:21]#[N:22]. (2) Given the reactants [Br:1][C:2]1[S:3][C:4]([N:11]([CH2:14][CH3:15])[CH2:12][CH3:13])=[C:5]([CH3:10])[C:6]=1[C:7]([OH:9])=O.Cl.[NH2:17][CH2:18][C:19]1[C:20](=[O:27])[NH:21][C:22]([CH3:26])=[CH:23][C:24]=1[CH3:25].C(Cl)CCl.C1C=NC2N(O)N=NC=2C=1.CN1CCOCC1, predict the reaction product. The product is: [Br:1][C:2]1[S:3][C:4]([N:11]([CH2:14][CH3:15])[CH2:12][CH3:13])=[C:5]([CH3:10])[C:6]=1[C:7]([NH:17][CH2:18][C:19]1[C:20](=[O:27])[NH:21][C:22]([CH3:26])=[CH:23][C:24]=1[CH3:25])=[O:9]. (3) Given the reactants [Cl:1][C:2]1[CH:3]=[C:4]([NH:8][CH2:9][C:10]2[C:19]3[C:14](=[C:15]([F:20])[CH:16]=[CH:17][CH:18]=3)[NH:13][C:12](=[O:21])[CH:11]=2)[CH:5]=[CH:6][CH:7]=1.[O:22]1[C:26]([C:27](O)=[O:28])=[CH:25][CH:24]=[N:23]1, predict the reaction product. The product is: [Cl:1][C:2]1[CH:3]=[C:4]([N:8]([CH2:9][C:10]2[C:19]3[C:14](=[C:15]([F:20])[CH:16]=[CH:17][CH:18]=3)[NH:13][C:12](=[O:21])[CH:11]=2)[C:27]([C:26]2[O:22][N:23]=[CH:24][CH:25]=2)=[O:28])[CH:5]=[CH:6][CH:7]=1. (4) Given the reactants [C:1]1([C:7]([C:17]2[CH:22]=[CH:21][CH:20]=[CH:19][CH:18]=2)([C:11]2[CH:16]=[CH:15][CH:14]=[CH:13][CH:12]=2)[C:8](O)=[O:9])[CH:6]=[CH:5][CH:4]=[CH:3][CH:2]=1.[NH2:23][CH2:24][CH2:25][CH2:26][N:27]1[CH2:32][CH2:31][CH:30]([C:33]2[CH:34]=[C:35]([NH:39][C:40](=[O:42])[CH3:41])[CH:36]=[CH:37][CH:38]=2)[CH2:29][CH2:28]1, predict the reaction product. The product is: [C:40]([NH:39][C:35]1[CH:34]=[C:33]([CH:30]2[CH2:31][CH2:32][N:27]([CH2:26][CH2:25][CH2:24][NH:23][C:8](=[O:9])[C:7]([C:1]3[CH:2]=[CH:3][CH:4]=[CH:5][CH:6]=3)([C:17]3[CH:22]=[CH:21][CH:20]=[CH:19][CH:18]=3)[C:11]3[CH:12]=[CH:13][CH:14]=[CH:15][CH:16]=3)[CH2:28][CH2:29]2)[CH:38]=[CH:37][CH:36]=1)(=[O:42])[CH3:41]. (5) Given the reactants Br[C:2]1[C:3]([CH3:24])=[C:4]([CH:21]=[CH:22][CH:23]=1)[CH2:5][NH:6][C:7]1[CH:20]=[CH:19][C:10]2[C@H:11]([CH2:14][C:15]([O:17][CH3:18])=[O:16])[CH2:12][O:13][C:9]=2[CH:8]=1.[CH3:25][C:26]1[CH:27]=[CH:28][C:29]2[O:30][CH2:31][CH2:32][NH:33][C:34]=2[N:35]=1.C(=O)([O-])[O-].[Cs+].[Cs+].C1(P(C2C=CC=CC=2)C2C3OC4C(=CC=CC=4P(C4C=CC=CC=4)C4C=CC=CC=4)C(C)(C)C=3C=CC=2)C=CC=CC=1, predict the reaction product. The product is: [CH3:24][C:3]1[C:2]([N:33]2[CH2:32][CH2:31][O:30][C:29]3[CH:28]=[CH:27][C:26]([CH3:25])=[N:35][C:34]2=3)=[CH:23][CH:22]=[CH:21][C:4]=1[CH2:5][NH:6][C:7]1[CH:20]=[CH:19][C:10]2[C@H:11]([CH2:14][C:15]([O:17][CH3:18])=[O:16])[CH2:12][O:13][C:9]=2[CH:8]=1. (6) Given the reactants [OH:1][C:2]1[CH:11]=[CH:10][CH:9]=[C:8]2[C:3]=1[CH:4]=[CH:5][CH:6]=[N:7]2.[C:12](OC(=O)C)(=[O:14])[CH3:13], predict the reaction product. The product is: [C:12]([O:1][C:2]1[CH:11]=[CH:10][CH:9]=[C:8]2[C:3]=1[CH:4]=[CH:5][CH:6]=[N:7]2)(=[O:14])[CH3:13]. (7) Given the reactants [Cl:1][C:2]1[CH:20]=[CH:19][C:5]2[N:6]([CH3:18])[C:7](=[O:17])[CH2:8][N:9]=[C:10]([C:11]3[CH:16]=[CH:15][CH:14]=[CH:13][CH:12]=3)[C:4]=2[CH:3]=1.[CH3:21][O:22][C:23]1[CH:24]=[C:25]([CH:31]=[CH:32][CH:33]=1)[O:26][CH2:27][C:28](O)=[O:29], predict the reaction product. The product is: [Cl:1][C:2]1[CH:20]=[CH:19][C:5]2[N:6]([CH3:18])[C:7](=[O:17])[CH2:8][N:9]3[C:28](=[O:29])[C@@H:27]([O:26][C:25]4[CH:31]=[CH:32][CH:33]=[C:23]([O:22][CH3:21])[CH:24]=4)[C@:10]3([C:11]3[CH:16]=[CH:15][CH:14]=[CH:13][CH:12]=3)[C:4]=2[CH:3]=1. (8) Given the reactants F[C:2]1[CH:9]=[CH:8][C:5]([C:6]#[N:7])=[C:4]([C:10]([F:13])([F:12])[F:11])[C:3]=1[C:14]#[C:15][Si](C)(C)C.[NH2:20][C@@H:21]([CH3:26])[C:22]([CH3:25])([OH:24])[CH3:23].CCN(C(C)C)C(C)C.NC1C=CC=CC=1.N1C2C(=CC=CC=2)C=C1.CC([O-])(C)C.[K+], predict the reaction product. The product is: [OH:24][C:22]([CH3:25])([CH3:23])[C@@H:21]([N:20]1[C:2]2[C:3](=[C:4]([C:10]([F:13])([F:12])[F:11])[C:5]([C:6]#[N:7])=[CH:8][CH:9]=2)[CH:14]=[CH:15]1)[CH3:26]. (9) Given the reactants [Br:1][C:2]1[CH:3]=[C:4]([C:8]2[O:12][N:11]=[C:10]3[CH:13]=[CH:14][C:15]([C:17]4[CH:22]=[CH:21][N:20]=[C:19]([NH2:23])[N:18]=4)=[CH:16][C:9]=23)[CH:5]=[CH:6][CH:7]=1.[H-].[Na+].[S:26]1[CH:30]=[CH:29][CH:28]=[C:27]1[C:31](Cl)=[O:32], predict the reaction product. The product is: [Br:1][C:2]1[CH:3]=[C:4]([C:8]2[O:12][N:11]=[C:10]3[CH:13]=[CH:14][C:15]([C:17]4[CH:22]=[CH:21][N:20]=[C:19]([NH:23][C:31]([C:27]5[S:26][CH:30]=[CH:29][CH:28]=5)=[O:32])[N:18]=4)=[CH:16][C:9]=23)[CH:5]=[CH:6][CH:7]=1.